Dataset: Reaction yield outcomes from USPTO patents with 853,638 reactions. Task: Predict the reaction yield, written as a fraction of the theoretical maximum amount of product (1.0 means a 100% yield; for example, 0.34 means a 34% yield). (1) The yield is 0.360. The product is [CH2:1]([O:3][C:4](=[O:21])[C:5]1[CH:6]=[C:7]([C:8]2[O:10][N:44]=[C:31]([CH3:32])[N:30]=2)[CH:11]=[C:12]([C:14]([N:15]([CH3:19])[CH2:16][CH2:17][CH3:18])=[O:20])[CH:13]=1)[CH3:2]. The catalyst is ClCCl. The reactants are [CH2:1]([O:3][C:4](=[O:21])[C:5]1[CH:13]=[C:12]([C:14](=[O:20])[N:15]([CH3:19])[CH2:16][CH2:17][CH3:18])[CH:11]=[C:7]([C:8]([OH:10])=O)[CH:6]=1)[CH3:2].Cl.CN(C)CCCN=C=[N:30][CH2:31][CH3:32].C1COCC1.[F-].C([N+:44](CCCC)(CCCC)CCCC)CCC. (2) The reactants are C(O)(=O)C.[C:5]([O:9][C:10]([N:12]1[CH2:17][C@H:16]([CH2:18][N:19]2[CH2:24][CH2:23][O:22][CH2:21][CH2:20]2)[N:15](CC2C=CC=CC=2)[CH2:14][C@H:13]1[CH3:32])=[O:11])([CH3:8])([CH3:7])[CH3:6]. The product is [C:5]([O:9][C:10]([N:12]1[CH2:17][C@H:16]([CH2:18][N:19]2[CH2:20][CH2:21][O:22][CH2:23][CH2:24]2)[NH:15][CH2:14][C@H:13]1[CH3:32])=[O:11])([CH3:8])([CH3:6])[CH3:7]. The catalyst is CCO.[Pd]. The yield is 0.950. (3) The reactants are Br[C:2]1[S:6][C:5]([C:7]([NH2:9])=[O:8])=[C:4]([NH:10][CH2:11][CH:12]([F:14])[F:13])[CH:3]=1.CO[C:17](OC)([CH3:19])[CH3:18].CC1(C)C2(CS(O)(=O)=O)C(CC1CC2)=O.[O-]S([O-])(=O)=O.[Mg+2].C([O-])(O)=O.[Na+].[CH3:48][C:49]1[C:53](B2OC(C)(C)C(C)(C)O2)=[CH:52][N:51](C(OC(C)(C)C)=O)[N:50]=1.C(=O)([O-])[O-].[Na+].[Na+]. The catalyst is O.COCCOC.CCOC(C)=O.CC(N(C)C)=O. The product is [F:13][CH:12]([F:14])[CH2:11][N:10]1[C:4]2[CH:3]=[C:2]([C:53]3[CH:52]=[N:51][NH:50][C:49]=3[CH3:48])[S:6][C:5]=2[C:7](=[O:8])[NH:9][C:17]1([CH3:19])[CH3:18]. The yield is 0.520. (4) The reactants are Cl[C:2]1[C:7]([C:8]#[N:9])=[C:6]([Cl:10])[N:5]=[C:4]([S:11][CH3:12])[N:3]=1.[NH2:13][C:14]1[CH:15]=[C:16]([CH:22]=[CH:23][C:24]=1[CH3:25])[C:17]([NH:19][O:20][CH3:21])=[O:18].CCN(C(C)C)C(C)C. The catalyst is C1COCC1. The product is [Cl:10][C:6]1[N:5]=[C:4]([S:11][CH3:12])[N:3]=[C:2]([NH:13][C:14]2[CH:15]=[C:16]([CH:22]=[CH:23][C:24]=2[CH3:25])[C:17]([NH:19][O:20][CH3:21])=[O:18])[C:7]=1[C:8]#[N:9]. The yield is 0.920.